Dataset: Forward reaction prediction with 1.9M reactions from USPTO patents (1976-2016). Task: Predict the product of the given reaction. (1) Given the reactants C([O:3][C:4]([CH:6]1[CH2:11][CH2:10][N:9]([C:12]([O:14][C:15]([CH3:18])([CH3:17])[CH3:16])=[O:13])[CH2:8][CH2:7]1)=O)C.N1(C(C)CO)CCOCC1, predict the reaction product. The product is: [C:12]([N:9]1[CH2:10][CH2:11][CH:6]([CH2:4][OH:3])[CH2:7][CH2:8]1)([O:14][C:15]([CH3:18])([CH3:17])[CH3:16])=[O:13]. (2) Given the reactants [F:1][C:2]1[N:7]=[C:6]([C:8]2[N:9]([CH2:13][C:14]3[N:19]=[N:18][C:17]([NH2:20])=[CH:16][C:15]=3[CH2:21][CH2:22][CH3:23])[CH:10]=[CH:11][N:12]=2)[CH:5]=[CH:4][CH:3]=1.Br[CH2:25][C:26](=O)[C:27]([CH3:30])([CH3:29])[CH3:28], predict the reaction product. The product is: [C:27]([C:26]1[N:20]=[C:17]2[CH:16]=[C:15]([CH2:21][CH2:22][CH3:23])[C:14]([CH2:13][N:9]3[CH:10]=[CH:11][N:12]=[C:8]3[C:6]3[CH:5]=[CH:4][CH:3]=[C:2]([F:1])[N:7]=3)=[N:19][N:18]2[CH:25]=1)([CH3:30])([CH3:29])[CH3:28]. (3) Given the reactants I[C:2]1[CH:11]=[C:10]([C:12]([O:14]C)=[O:13])[CH:9]=[CH:8][C:3]=1[C:4]([O:6][CH3:7])=[O:5].[Cl:16][C:17]1[CH:22]=[CH:21][CH:20]=[CH:19][C:18]=1[B:23]([OH:25])[OH:24], predict the reaction product. The product is: [Cl:16][C:17]1[CH:22]=[CH:21][CH:20]=[CH:19][C:18]=1[C:2]1[C:3]([C:4]([O:6][CH3:7])=[O:5])=[CH:8][CH:9]=[C:10]([C:12]([OH:14])=[O:13])[CH:11]=1.[CH3:4][C:3]1[CH:8]=[CH:9][CH:10]=[CH:11][C:2]=1[B:23]([OH:25])[OH:24]. (4) Given the reactants [CH3:1][N:2]([Sn](C)(C)C)[CH3:3].[C:8]([O:11][C:12]1[C:17]([CH3:18])=[C:16]([C:19]2[O:20][C:21]3[CH:27]=[C:26](OS(C(F)(F)F)(=O)=O)[CH:25]=[CH:24][C:22]=3[CH:23]=2)[O:15][C:14](=[O:36])[C:13]=1[CH3:37])(=[O:10])[CH3:9], predict the reaction product. The product is: [C:8]([O:11][C:12]1[C:17]([CH3:18])=[C:16]([C:19]2[O:20][C:21]3[CH:27]=[C:26]([N:2]([CH3:3])[CH3:1])[CH:25]=[CH:24][C:22]=3[CH:23]=2)[O:15][C:14](=[O:36])[C:13]=1[CH3:37])(=[O:10])[CH3:9]. (5) Given the reactants [F:1][C:2]1[CH:7]=[CH:6][C:5]([C:8](=[O:10])[CH3:9])=[C:4]([OH:11])[CH:3]=1.[F:12][C:13]([F:17])([F:16])[CH2:14]I.C(=O)([O-])[O-].[K+].[K+], predict the reaction product. The product is: [F:1][C:2]1[CH:7]=[CH:6][C:5]([C:8](=[O:10])[CH3:9])=[C:4]([O:11][CH2:14][C:13]([F:17])([F:16])[F:12])[CH:3]=1. (6) Given the reactants [N+:1]([C:4]1[CH:5]=[C:6]2[C:11](=[CH:12][CH:13]=1)[N:10]=[CH:9][CH:8]=[C:7]2[S:14][C:15]1[CH:20]=[CH:19][C:18]([NH:21][C:22]2[C:31]3[C:26](=[CH:27][CH:28]=[CH:29][CH:30]=3)[C:25]([C:32]3[CH:37]=[CH:36][CH:35]=[CH:34][CH:33]=3)=[N:24][N:23]=2)=[CH:17][CH:16]=1)([O-])=O.[Sn](Cl)Cl.O, predict the reaction product. The product is: [NH2:1][C:4]1[CH:5]=[C:6]2[C:11](=[CH:12][CH:13]=1)[N:10]=[CH:9][CH:8]=[C:7]2[S:14][C:15]1[CH:16]=[CH:17][C:18]([NH:21][C:22]2[C:31]3[C:26](=[CH:27][CH:28]=[CH:29][CH:30]=3)[C:25]([C:32]3[CH:33]=[CH:34][CH:35]=[CH:36][CH:37]=3)=[N:24][N:23]=2)=[CH:19][CH:20]=1. (7) Given the reactants [CH3:1][O:2][C:3]1[CH:8]=[CH:7][C:6]([C:9]2[C:13]3[CH2:14][C:15]4[S:16][CH:17]=[CH:18][C:19]=4[C:12]=3[NH:11][N:10]=2)=[CH:5][CH:4]=1.[Br:20]Br, predict the reaction product. The product is: [Br:20][C:17]1[S:16][C:15]2[CH2:14][C:13]3[C:9]([C:6]4[CH:7]=[CH:8][C:3]([O:2][CH3:1])=[CH:4][CH:5]=4)=[N:10][NH:11][C:12]=3[C:19]=2[CH:18]=1. (8) Given the reactants [CH:1]1([S:6]([C:9]2[CH:10]=[C:11]([CH2:15][CH2:16][CH2:17][CH2:18][O:19][CH2:20][CH2:21][CH2:22][CH2:23][CH2:24][CH2:25][NH:26][CH2:27][CH:28]([C:30]3[N:35]=[C:34]4[CH2:36][O:37]C(C5C=CC=CC=5)[O:39][C:33]4=[CH:32][CH:31]=3)[OH:29])[CH:12]=[CH:13][CH:14]=2)(=[O:8])=[O:7])[CH2:5][CH2:4][CH2:3][CH2:2]1, predict the reaction product. The product is: [CH:1]1([S:6]([C:9]2[CH:10]=[C:11]([CH2:15][CH2:16][CH2:17][CH2:18][O:19][CH2:20][CH2:21][CH2:22][CH2:23][CH2:24][CH2:25][NH:26][CH2:27][CH:28]([C:30]3[N:35]=[C:34]([CH2:36][OH:37])[C:33]([OH:39])=[CH:32][CH:31]=3)[OH:29])[CH:12]=[CH:13][CH:14]=2)(=[O:8])=[O:7])[CH2:5][CH2:4][CH2:3][CH2:2]1.